From a dataset of Forward reaction prediction with 1.9M reactions from USPTO patents (1976-2016). Predict the product of the given reaction. (1) Given the reactants [F:1][C:2]1[CH:11]=[C:10]([F:12])[CH:9]=[C:8]2[C:3]=1[C:4]([NH:20][C:21]1[CH:22]=[N:23][CH:24]=[C:25]([N:27]3[CH2:32][CH2:31][O:30][CH2:29][CH2:28]3)[CH:26]=1)=[C:5]([CH3:19])[C:6]([N:13]1[CH2:18][CH2:17][NH:16][CH2:15][CH2:14]1)=[N:7]2.Cl[C:34]([O:36][CH:37]([CH3:39])[CH3:38])=[O:35], predict the reaction product. The product is: [F:1][C:2]1[CH:11]=[C:10]([F:12])[CH:9]=[C:8]2[C:3]=1[C:4]([NH:20][C:21]1[CH:22]=[N:23][CH:24]=[C:25]([N:27]3[CH2:32][CH2:31][O:30][CH2:29][CH2:28]3)[CH:26]=1)=[C:5]([CH3:19])[C:6]([N:13]1[CH2:14][CH2:15][N:16]([C:34]([O:36][CH:37]([CH3:39])[CH3:38])=[O:35])[CH2:17][CH2:18]1)=[N:7]2. (2) Given the reactants Br[C:2]1[C:10]2[C:9]([NH2:11])=[N:8][CH:7]=[N:6][C:5]=2[N:4]([CH2:12][O:13][CH3:14])[CH:3]=1.[CH3:15][C:16]1[CH:17]=[C:18]([CH2:22][C:23]([N:25]2[C:33]3[C:28](=[CH:29][C:30](B4OC(C)(C)C(C)(C)O4)=[CH:31][CH:32]=3)[CH2:27][CH2:26]2)=[O:24])[CH:19]=[CH:20][CH:21]=1.C([O-])(O)=O.[Na+].N#N, predict the reaction product. The product is: [CH3:14][O:13][CH2:12][N:4]1[C:5]2[N:6]=[CH:7][N:8]=[C:9]([NH2:11])[C:10]=2[C:2]([C:30]2[CH:29]=[C:28]3[C:33](=[CH:32][CH:31]=2)[N:25]([C:23](=[O:24])[CH2:22][C:18]2[CH:19]=[CH:20][CH:21]=[C:16]([CH3:15])[CH:17]=2)[CH2:26][CH2:27]3)=[CH:3]1. (3) The product is: [Br:28][C:4]1[S:3][C:2]([CH3:1])=[N:6][C:5]=1[C:7]1[CH:8]=[CH:9][C:10]([O:11][CH2:12][CH2:13][CH2:14][CH2:15][CH2:16][O:17][C:18]2[CH:19]=[CH:20][C:21]([C:22]#[N:23])=[CH:24][CH:25]=2)=[CH:26][CH:27]=1. Given the reactants [CH3:1][C:2]1[S:3][CH:4]=[C:5]([C:7]2[CH:27]=[CH:26][C:10]([O:11][CH2:12][CH2:13][CH2:14][CH2:15][CH2:16][O:17][C:18]3[CH:25]=[CH:24][C:21]([C:22]#[N:23])=[CH:20][CH:19]=3)=[CH:9][CH:8]=2)[N:6]=1.[Br:28]Br, predict the reaction product. (4) Given the reactants [F:1][C:2]([F:23])([F:22])[C:3]1[CH:4]=[C:5]([S:9]([CH:12]2[CH2:21][CH2:20][C:15]3(OCC[O:16]3)[CH2:14][CH2:13]2)(=[O:11])=[O:10])[CH:6]=[CH:7][CH:8]=1.Cl, predict the reaction product. The product is: [F:23][C:2]([F:1])([F:22])[C:3]1[CH:4]=[C:5]([S:9]([CH:12]2[CH2:13][CH2:14][C:15](=[O:16])[CH2:20][CH2:21]2)(=[O:11])=[O:10])[CH:6]=[CH:7][CH:8]=1. (5) The product is: [CH3:1][O:2][C:3]1[CH:12]=[C:11]2[C:6]([CH2:7][CH:8]([C:14]([N:19]([CH3:20])[CH3:18])=[O:16])[C:9](=[O:13])[NH:10]2)=[CH:5][CH:4]=1. Given the reactants [CH3:1][O:2][C:3]1[CH:12]=[C:11]2[C:6]([CH2:7][CH:8]([C:14]([OH:16])=O)[C:9](=[O:13])[NH:10]2)=[CH:5][CH:4]=1.Cl.[CH3:18][NH:19][CH3:20].ON1C2C=CC=CC=2N=N1.CCN=C=NCCCN(C)C, predict the reaction product. (6) Given the reactants [CH3:1][O:2][CH2:3][O:4][CH:5]1[CH2:8][C:7]([C:14]2[N:18]3[CH2:19][CH2:20][CH2:21][CH2:22][CH2:23][CH2:24][C:17]3=[N:16][N:15]=2)([C:9]2[S:10][CH:11]=[CH:12][CH:13]=2)[CH2:6]1.[Br:25]N1C(=O)CCC1=O, predict the reaction product. The product is: [Br:25][C:11]1[S:10][C:9]([C:7]2([C:14]3[N:18]4[CH2:19][CH2:20][CH2:21][CH2:22][CH2:23][CH2:24][C:17]4=[N:16][N:15]=3)[CH2:8][CH:5]([O:4][CH2:3][O:2][CH3:1])[CH2:6]2)=[CH:13][CH:12]=1. (7) Given the reactants C([O:8][C:9]1[CH:14]=[CH:13][C:12]([C:15]2([C:22]3[CH:27]=[CH:26][CH:25]=[CH:24][C:23]=3[F:28])[CH2:20][CH2:19][C:18](=[O:21])[CH:17]=[CH:16]2)=[CH:11][CH:10]=1)C1C=CC=CC=1.[H][H], predict the reaction product. The product is: [F:28][C:23]1[CH:24]=[CH:25][CH:26]=[CH:27][C:22]=1[C:15]1([C:12]2[CH:11]=[CH:10][C:9]([OH:8])=[CH:14][CH:13]=2)[CH2:16][CH2:17][C:18](=[O:21])[CH2:19][CH2:20]1. (8) Given the reactants [H-].[Na+].[SH:3][C:4]1[S:5][CH2:6][CH2:7][N:8]=1.[CH2:9](Cl)[C:10]1[CH:15]=[CH:14][CH:13]=[CH:12][CH:11]=1, predict the reaction product. The product is: [CH2:9]([S:3][C:4]1[S:5][CH2:6][CH2:7][N:8]=1)[C:10]1[CH:15]=[CH:14][CH:13]=[CH:12][CH:11]=1.